From a dataset of Reaction yield outcomes from USPTO patents with 853,638 reactions. Predict the reaction yield, written as a fraction of the theoretical maximum amount of product (1.0 means a 100% yield; for example, 0.34 means a 34% yield). (1) The reactants are C[Si]([C:5]#[N:6])(C)C.[NH2:7][C:8]1[CH:16]=[CH:15][C:11]([C:12]([OH:14])=O)=[CH:10][CH:9]=1.[C:17]1(=O)[CH2:20][CH2:19][CH2:18]1. The yield is 0.840. The product is [OH:14][CH2:12][C:11]1[CH:10]=[CH:9][C:8]([NH:7][C:17]2([C:5]#[N:6])[CH2:20][CH2:19][CH2:18]2)=[CH:16][CH:15]=1. The catalyst is ClCCl. (2) The reactants are [F:1][C:2]1[CH:3]=[C:4]([CH:7]=[CH:8][C:9]=1[S:10]([CH3:13])(=[O:12])=[O:11])[CH:5]=[O:6].Cl.OO.[O-:17]Cl=O.[Na+]. The catalyst is CC#N.O. The product is [F:1][C:2]1[CH:3]=[C:4]([CH:7]=[CH:8][C:9]=1[S:10]([CH3:13])(=[O:12])=[O:11])[C:5]([OH:17])=[O:6]. The yield is 0.990. (3) The reactants are [CH3:1][C:2]1([CH3:18])[O:6][N:5]=[C:4]([S:7]([CH2:10][C:11]2[C:15]([CH3:16])=[N:14][N:13]([CH3:17])[N:12]=2)(=[O:9])=[O:8])[CH2:3]1.CC(N=P(N(C)C)(N(C)C)N=P(N(C)C)(N(C)C)N(C)C)(C)C.C1C=CC(S(N(S(C2C=CC=CC=2)(=O)=O)[F:52])(=O)=O)=CC=1. The catalyst is O1CCCC1. The product is [CH3:1][C:2]1([CH3:18])[O:6][N:5]=[C:4]([S:7]([CH:10]([F:52])[C:11]2[C:15]([CH3:16])=[N:14][N:13]([CH3:17])[N:12]=2)(=[O:8])=[O:9])[CH2:3]1. The yield is 0.293. (4) The reactants are [CH2:1]([C:3]1[C:7]2[CH:8]=[CH:9][CH:10]=[CH:11][C:6]=2[O:5][C:4]=1[CH:12]=[O:13])[CH3:2].O1CCCC1.[CH2:19]([Mg]Br)[CH:20]([CH3:22])[CH3:21].[Cl-].[NH4+]. The catalyst is O1CCCC1. The product is [CH2:1]([C:3]1[C:7]2[CH:8]=[CH:9][CH:10]=[CH:11][C:6]=2[O:5][C:4]=1[CH:12]([OH:13])[CH2:19][CH:20]([CH3:22])[CH3:21])[CH3:2]. The yield is 0.510. (5) The reactants are [CH3:1][N:2]([CH3:29])[CH2:3][CH2:4][NH:5][C:6]([C:8]1[CH:16]=[C:15]2[C:11]([CH:12]=[N:13][N:14]2[CH2:17][CH:18]([CH3:20])[CH3:19])=[CH:10][C:9]=1[O:21][C:22]1[CH:27]=[CH:26][C:25]([F:28])=[CH:24][CH:23]=1)=[O:7].C1C[O:33]CC1. No catalyst specified. The product is [CH3:1][N:2]([CH3:29])[CH2:3][CH2:4][NH2:5].[F:28][C:25]1[CH:26]=[CH:27][C:22]([O:21][C:9]2[CH:10]=[C:11]3[C:15](=[CH:16][C:8]=2[C:6]([OH:7])=[O:33])[N:14]([CH2:17][CH:18]([CH3:19])[CH3:20])[N:13]=[CH:12]3)=[CH:23][CH:24]=1. The yield is 0.300. (6) The reactants are Br[C:2]1[S:6][C:5]([C:7]2[N:11]=[CH:10][N:9]([CH2:12][O:13][CH2:14][CH2:15][Si:16]([CH3:19])([CH3:18])[CH3:17])[N:8]=2)=[C:4]([CH:20]([C:22]2[CH:27]=[CH:26][C:25]([Cl:28])=[CH:24][CH:23]=2)[OH:21])[CH:3]=1.C[Sn](C)(C)[C:31]1[CH:36]=[CH:35][N:34]=[C:33]([NH:37][C:38](=[O:40])[CH3:39])[CH:32]=1.[Cl-].[Li+]. The catalyst is O1CCOCC1.C1C=CC([P]([Pd]([P](C2C=CC=CC=2)(C2C=CC=CC=2)C2C=CC=CC=2)([P](C2C=CC=CC=2)(C2C=CC=CC=2)C2C=CC=CC=2)[P](C2C=CC=CC=2)(C2C=CC=CC=2)C2C=CC=CC=2)(C2C=CC=CC=2)C2C=CC=CC=2)=CC=1.[Cu]I. The product is [Cl:28][C:25]1[CH:26]=[CH:27][C:22]([CH:20]([OH:21])[C:4]2[CH:3]=[C:2]([C:31]3[CH:36]=[CH:35][N:34]=[C:33]([NH:37][C:38](=[O:40])[CH3:39])[CH:32]=3)[S:6][C:5]=2[C:7]2[N:11]=[CH:10][N:9]([CH2:12][O:13][CH2:14][CH2:15][Si:16]([CH3:19])([CH3:18])[CH3:17])[N:8]=2)=[CH:23][CH:24]=1. The yield is 0.800.